From a dataset of Full USPTO retrosynthesis dataset with 1.9M reactions from patents (1976-2016). Predict the reactants needed to synthesize the given product. The reactants are: [Cl:1][C:2]1[C:3]([F:10])=[C:4]([CH:7]=[CH:8][CH:9]=1)[CH:5]=O.C([O-])([O-])=O.[Cs+].[Cs+].[CH3:17][C:18]([S@:21]([NH2:23])=[O:22])([CH3:20])[CH3:19]. Given the product [Cl:1][C:2]1[C:3]([F:10])=[C:4]([CH:7]=[CH:8][CH:9]=1)/[CH:5]=[N:23]/[S@@:21]([C:18]([CH3:20])([CH3:19])[CH3:17])=[O:22], predict the reactants needed to synthesize it.